This data is from Catalyst prediction with 721,799 reactions and 888 catalyst types from USPTO. The task is: Predict which catalyst facilitates the given reaction. (1) Reactant: [CH2:1]([O:5][C:6]1[N:14]=[C:13]2[C:9]([N:10]=[C:11]([O:19][CH3:20])[N:12]2[CH2:15][CH2:16][CH2:17]Cl)=[C:8]([NH2:21])[N:7]=1)[CH2:2][CH2:3][CH3:4].Br.Br.[CH2:24]([N:27]1[CH2:32][CH2:31][NH:30][CH2:29][CH2:28]1)[CH2:25][CH3:26].C(N(CC)C(C)C)(C)C. Product: [CH2:1]([O:5][C:6]1[N:14]=[C:13]2[C:9]([N:10]=[C:11]([O:19][CH3:20])[N:12]2[CH2:15][CH2:16][CH2:17][N:30]2[CH2:31][CH2:32][N:27]([CH2:24][CH2:25][CH3:26])[CH2:28][CH2:29]2)=[C:8]([NH2:21])[N:7]=1)[CH2:2][CH2:3][CH3:4]. The catalyst class is: 10. (2) Reactant: [N:1]([CH2:4][CH2:5][CH2:6][C:7]1([C:28]2[CH:33]=[CH:32][CH:31]=[CH:30][CH:29]=2)[N:11]([C:12]([NH:14][O:15][C:16]([CH3:19])([CH3:18])[CH3:17])=[O:13])[N:10]=[C:9]([C:20]2[CH:25]=[C:24]([F:26])[CH:23]=[CH:22][C:21]=2[F:27])[S:8]1)=[N+:2]=[N-:3].I[CH3:35].[H-].[Na+]. Product: [N:1]([CH2:4][CH2:5][CH2:6][C:7]1([C:28]2[CH:33]=[CH:32][CH:31]=[CH:30][CH:29]=2)[N:11]([C:12]([N:14]([O:15][C:16]([CH3:17])([CH3:19])[CH3:18])[CH3:35])=[O:13])[N:10]=[C:9]([C:20]2[CH:25]=[C:24]([F:26])[CH:23]=[CH:22][C:21]=2[F:27])[S:8]1)=[N+:2]=[N-:3]. The catalyst class is: 3. (3) Reactant: [CH2:1]([NH:3][S:4]([C:7]1[CH:12]=[CH:11][CH:10]=[C:9]([CH3:13])[C:8]=1[C:14]#[N:15])(=[O:6])=[O:5])[CH3:2].C(O[C:20](=[O:22])[CH3:21])(=O)C. Product: [C:20]([N:3]([CH2:1][CH3:2])[S:4]([C:7]1[CH:12]=[CH:11][CH:10]=[C:9]([CH3:13])[C:8]=1[C:14]#[N:15])(=[O:6])=[O:5])(=[O:22])[CH3:21]. The catalyst class is: 599.